From a dataset of Forward reaction prediction with 1.9M reactions from USPTO patents (1976-2016). Predict the product of the given reaction. Given the reactants [OH:1][CH:2]1[CH2:5][C:4]([C:11]([O:13][CH2:14][CH3:15])=[O:12])([C:6]([O:8][CH2:9][CH3:10])=[O:7])[CH2:3]1.[CH3:16][S:17](Cl)(=[O:19])=[O:18], predict the reaction product. The product is: [CH3:16][S:17]([O:1][CH:2]1[CH2:5][C:4]([C:6]([O:8][CH2:9][CH3:10])=[O:7])([C:11]([O:13][CH2:14][CH3:15])=[O:12])[CH2:3]1)(=[O:19])=[O:18].